This data is from Catalyst prediction with 721,799 reactions and 888 catalyst types from USPTO. The task is: Predict which catalyst facilitates the given reaction. (1) Reactant: [F:1][C:2]1[CH:3]=[C:4]2[C:12](=[CH:13][CH:14]=1)[N:11]([CH2:15][C:16]1[CH:25]=[CH:24][C:19]([C:20]([O:22]C)=[O:21])=[CH:18][CH:17]=1)[C:10]1[CH2:9][CH2:8][C:7](=[CH2:26])[C:6](=[O:27])[C:5]2=1.[C:28]([O:32][C:33]([N:35]1[CH2:40][CH2:39][NH:38][CH2:37][CH2:36]1)=[O:34])([CH3:31])([CH3:30])[CH3:29]. Product: [F:1][C:2]1[CH:3]=[C:4]2[C:12](=[CH:13][CH:14]=1)[N:11]([CH2:15][C:16]1[CH:17]=[CH:18][C:19]([C:20]([OH:22])=[O:21])=[CH:24][CH:25]=1)[C:10]1[CH2:9][CH2:8][CH:7]([CH2:26][N:38]3[CH2:39][CH2:40][N:35]([C:33]([O:32][C:28]([CH3:31])([CH3:29])[CH3:30])=[O:34])[CH2:36][CH2:37]3)[C:6](=[O:27])[C:5]2=1. The catalyst class is: 11. (2) Reactant: FC(F)(F)C(O)=O.[NH2:8][C@H:9]([CH3:18])[C:10]([N:12]1[CH2:16][CH2:15][C@H:14]([F:17])[CH2:13]1)=[O:11].[Cl:19][C:20]1[CH:28]=[C:27]2[C:23]([C:24]([C:30]3[N:31]=[C:32]4[C:38]([C:39](O)=[O:40])=[CH:37][N:36]([CH2:42][O:43][CH2:44][CH2:45][Si:46]([CH3:49])([CH3:48])[CH3:47])[C:33]4=[N:34][CH:35]=3)=[N:25][N:26]2[CH3:29])=[CH:22][CH:21]=1.F[B-](F)(F)F.N1(OC(N(C)C)=[N+](C)C)C2C=CC=CC=2N=N1.C(N(CC)C(C)C)(C)C. Product: [F:17][C@H:14]1[CH2:15][CH2:16][N:12]([C:10](=[O:11])[C@H:9]([NH:8][C:39]([C:38]2[C:32]3[C:33](=[N:34][CH:35]=[C:30]([C:24]4[C:23]5[C:27](=[CH:28][C:20]([Cl:19])=[CH:21][CH:22]=5)[N:26]([CH3:29])[N:25]=4)[N:31]=3)[N:36]([CH2:42][O:43][CH2:44][CH2:45][Si:46]([CH3:49])([CH3:48])[CH3:47])[CH:37]=2)=[O:40])[CH3:18])[CH2:13]1. The catalyst class is: 647. (3) Reactant: I[C:2]1[CH:3]=[CH:4][C:5]2[N:6]([C:8]([CH3:12])=[C:9]([CH3:11])[N:10]=2)[CH:7]=1.[F:13][C:14]1[CH:28]=[CH:27][C:17]([CH2:18][O:19][C:20]2[CH:25]=[CH:24][NH:23][C:22](=[O:26])[CH:21]=2)=[CH:16][CH:15]=1.C(=O)([O-])[O-].[K+].[K+].CN[C@@H]1CCCC[C@H]1NC. The catalyst class is: 321. Product: [CH3:11][C:9]1[N:10]=[C:5]2[CH:4]=[CH:3][C:2]([N:23]3[CH:24]=[CH:25][C:20]([O:19][CH2:18][C:17]4[CH:27]=[CH:28][C:14]([F:13])=[CH:15][CH:16]=4)=[CH:21][C:22]3=[O:26])=[CH:7][N:6]2[C:8]=1[CH3:12]. (4) Reactant: [C:1]([O:8][CH3:9])(=[O:7])/[CH:2]=[CH:3]/[C:4]([OH:6])=[O:5].Cl[CH2:11][CH2:12][O:13][C:14]([O:16][CH:17]([CH3:19])[CH3:18])=[O:15]. Product: [C:1]([O:8][CH3:9])(=[O:7])/[CH:2]=[CH:3]/[C:4]([O:6][CH2:11][CH2:12][O:13][C:14]([O:16][CH:17]([CH3:19])[CH3:18])=[O:15])=[O:5]. The catalyst class is: 37. (5) Reactant: [CH3:1][O:2][C:3]1[CH:4]=[C:5]2[C:10](=[CH:11][C:12]=1[O:13][CH3:14])[N:9]=[CH:8][N:7]=[C:6]2[O:15][C:16]1[CH:22]=[CH:21][C:19]([NH2:20])=[CH:18][CH:17]=1.C1(C)C=CC=CC=1.C(N(CC)CC)C.ClC(Cl)(O[C:41](=[O:47])[O:42][C:43](Cl)(Cl)Cl)Cl.[F:49][C:50]1[CH:60]=[CH:59][C:53]([O:54][CH2:55][CH2:56]CO)=[CH:52][CH:51]=1. Product: [CH3:1][O:2][C:3]1[CH:4]=[C:5]2[C:10](=[CH:11][C:12]=1[O:13][CH3:14])[N:9]=[CH:8][N:7]=[C:6]2[O:15][C:16]1[CH:22]=[CH:21][C:19]([NH:20][C:41](=[O:47])[O:42][CH2:43][CH2:56][CH2:55][O:54][C:53]2[CH:59]=[CH:60][C:50]([F:49])=[CH:51][CH:52]=2)=[CH:18][CH:17]=1. The catalyst class is: 2. (6) Reactant: [CH:1]1([N:5]2[C:9]3=[N:10][C:11]([C:14]([F:17])([F:16])[F:15])=[CH:12][CH:13]=[C:8]3[N:7]=[C:6]2[NH2:18])[CH2:4][CH2:3][CH2:2]1.[CH3:19][C:20]1([CH3:26])[CH2:24][O:23][C:22](=[O:25])[CH2:21]1.C[Al](C)C.CO.C(Cl)Cl. Product: [CH:1]1([N:5]2[C:9]3=[N:10][C:11]([C:14]([F:17])([F:16])[F:15])=[CH:12][CH:13]=[C:8]3[N:7]=[C:6]2[NH:18][C:22](=[O:25])[CH2:21][C:20]([CH3:26])([CH3:19])[CH2:24][OH:23])[CH2:2][CH2:3][CH2:4]1. The catalyst class is: 1. (7) Reactant: [CH:1](=O)[C:2]1[CH:7]=[CH:6][CH:5]=[CH:4][CH:3]=1.[NH2:9][C:10]1[CH:11]=[C:12]([CH:22]=[CH:23][C:24]=1[O:25][CH3:26])[C:13]([NH:15][C:16]1[CH:21]=[CH:20][CH:19]=[CH:18][CH:17]=1)=[O:14].C(O)(=O)C.C(O[BH-](OC(=O)C)OC(=O)C)(=O)C.[Na+].C(=O)(O)[O-].[Na+]. Product: [CH2:1]([NH:9][C:10]1[CH:11]=[C:12]([CH:22]=[CH:23][C:24]=1[O:25][CH3:26])[C:13]([NH:15][C:16]1[CH:21]=[CH:20][CH:19]=[CH:18][CH:17]=1)=[O:14])[C:2]1[CH:7]=[CH:6][CH:5]=[CH:4][CH:3]=1. The catalyst class is: 4.